From a dataset of HIV replication inhibition screening data with 41,000+ compounds from the AIDS Antiviral Screen. Binary Classification. Given a drug SMILES string, predict its activity (active/inactive) in a high-throughput screening assay against a specified biological target. (1) The drug is CCC(C)C(NC(=O)C(N)CCC(=O)O)C(=O)NC(CCCCN)C(=O)NCC(=O)NC(C(=O)NC(C(=O)NC(CC(=O)O)C(=O)NC(CC(C)C)C(=O)NCC(=O)NC(CCCCN)C(=O)O)C(C)O)C(C)O. The result is 0 (inactive). (2) The molecule is COc1nc(O)c2nc(C(O)C(O)CO)cnc2n1. The result is 0 (inactive). (3) The molecule is CCOc1ccc(N=Cc2c3ccccc3nc3ccccc23)cc1. The result is 0 (inactive). (4) The drug is O=C(ON=C1c2ccccc2C(Br)C(Br)c2ccccc21)c1ccccc1. The result is 0 (inactive). (5) The drug is O=C(CSc1nc2ccccc2c(=O)n1-c1ccccc1)NN=C1C(=O)Nc2ccc(Br)cc21. The result is 1 (active). (6) The molecule is CC1=CC2OC3CC4OC(=O)C=CC=CC(C(C)O)OCC(O)C(C)CC(=O)OCC2(CC1O)C4(C)C31CO1. The result is 0 (inactive). (7) The drug is COc1cccc(-c2c(C#N)c(N)nc3c2CCS(=O)(=O)c2ccc(C)cc2-3)c1. The result is 0 (inactive).